Dataset: Forward reaction prediction with 1.9M reactions from USPTO patents (1976-2016). Task: Predict the product of the given reaction. (1) Given the reactants C[O:2][C:3]1[CH:4]=[C:5]2[C:10](=[CH:11][CH:12]=1)[C:9](=[O:13])[N:8]([CH:14]1[CH2:19][CH2:18][N:17](C(OC(C)(C)C)=O)[CH2:16][CH2:15]1)[CH2:7][CH2:6]2.B(Br)(Br)Br, predict the reaction product. The product is: [OH:2][C:3]1[CH:4]=[C:5]2[C:10](=[CH:11][CH:12]=1)[C:9](=[O:13])[N:8]([CH:14]1[CH2:19][CH2:18][NH:17][CH2:16][CH2:15]1)[CH2:7][CH2:6]2. (2) Given the reactants Cl[C:2]1[CH:11]=[CH:10][C:9]2[C:4](=[CH:5][CH:6]=[C:7]([Cl:12])[CH:8]=2)[N:3]=1.[CH:13]1([NH2:20])[CH2:18][CH2:17][CH2:16][CH:15]([NH2:19])[CH2:14]1, predict the reaction product. The product is: [Cl:12][C:7]1[CH:8]=[C:9]2[C:4](=[CH:5][CH:6]=1)[N:3]=[C:2]([NH:19][CH:15]1[CH2:16][CH2:17][CH2:18][CH:13]([NH2:20])[CH2:14]1)[CH:11]=[CH:10]2. (3) The product is: [CH:33]1([CH2:32][O:31][C:22]2[CH:23]=[CH:24][C:25]([C:27]([F:30])([F:29])[F:28])=[CH:26][C:21]=2[C:20]2[C:15]3[NH:14][C:13]([CH3:36])=[C:12]([C:10]([NH:9][C@H:6]4[CH2:7][CH2:8][C@@H:3]([NH:2][C:42](=[O:43])[C@@H:41]([OH:40])[CH3:45])[CH2:4][CH2:5]4)=[O:11])[C:16]=3[N:17]=[CH:18][N:19]=2)[CH2:34][CH2:35]1. Given the reactants Cl.[NH2:2][C@@H:3]1[CH2:8][CH2:7][C@H:6]([NH:9][C:10]([C:12]2[C:16]3[N:17]=[CH:18][N:19]=[C:20]([C:21]4[CH:26]=[C:25]([C:27]([F:30])([F:29])[F:28])[CH:24]=[CH:23][C:22]=4[O:31][CH2:32][CH:33]4[CH2:35][CH2:34]4)[C:15]=3[NH:14][C:13]=2[CH3:36])=[O:11])[CH2:5][CH2:4]1.C([O:40][C@@H:41]([CH3:45])[C:42](Cl)=[O:43])(=O)C, predict the reaction product.